This data is from Retrosynthesis with 50K atom-mapped reactions and 10 reaction types from USPTO. The task is: Predict the reactants needed to synthesize the given product. Given the product COC(=O)c1ccc(S(=O)(=O)c2ccc3cc(Br)ccc3c2)cc1C(=O)N1CCN(c2ccncc2)CC1, predict the reactants needed to synthesize it. The reactants are: COC(=O)c1ccc(S(=O)(=O)c2ccc3cc(Br)ccc3c2)cc1C(=O)O.c1cc(N2CCNCC2)ccn1.